From a dataset of NCI-60 drug combinations with 297,098 pairs across 59 cell lines. Regression. Given two drug SMILES strings and cell line genomic features, predict the synergy score measuring deviation from expected non-interaction effect. Drug 1: CNC(=O)C1=CC=CC=C1SC2=CC3=C(C=C2)C(=NN3)C=CC4=CC=CC=N4. Drug 2: C1=NC2=C(N1)C(=S)N=C(N2)N. Cell line: NCI/ADR-RES. Synergy scores: CSS=36.5, Synergy_ZIP=2.60, Synergy_Bliss=2.63, Synergy_Loewe=-0.817, Synergy_HSA=2.42.